From a dataset of Full USPTO retrosynthesis dataset with 1.9M reactions from patents (1976-2016). Predict the reactants needed to synthesize the given product. (1) Given the product [C:1]([O:5][C:6]([N:8]1[CH2:11][CH:10]([CH2:12][O:13][C:14]2[CH:19]=[C:18]([NH2:20])[CH:17]=[CH:16][C:15]=2[Cl:23])[CH2:9]1)=[O:7])([CH3:4])([CH3:2])[CH3:3], predict the reactants needed to synthesize it. The reactants are: [C:1]([O:5][C:6]([N:8]1[CH2:11][CH:10]([CH2:12][O:13][C:14]2[CH:19]=[C:18]([N+:20]([O-])=O)[CH:17]=[CH:16][C:15]=2[Cl:23])[CH2:9]1)=[O:7])([CH3:4])([CH3:3])[CH3:2]. (2) Given the product [N+:25]([C:22]1[CH:21]=[CH:20][C:19]([C@@H:18]([NH:28][C:9](=[O:10])[O:11][C:12]([CH3:13])([CH3:14])[CH3:15])[CH3:17])=[CH:24][CH:23]=1)([O-:27])=[O:26], predict the reactants needed to synthesize it. The reactants are: [C:12]([O:11][C:9](O[C:9]([O:11][C:12]([CH3:15])([CH3:14])[CH3:13])=[O:10])=[O:10])([CH3:15])([CH3:14])[CH3:13].Cl.[CH3:17][C@@H:18]([NH2:28])[C:19]1[CH:24]=[CH:23][C:22]([N+:25]([O-:27])=[O:26])=[CH:21][CH:20]=1.[OH-].[Na+]. (3) The reactants are: [F:1][C:2]1[CH:7]=[CH:6][C:5]([F:8])=[CH:4][C:3]=1[C@H:9]1[CH2:13][CH2:12][CH2:11][N:10]1[C:14]1[CH:19]=[CH:18][N:17]2[N:20]=[CH:21][C:22]([N+:23]([O-])=O)=[C:16]2[N:15]=1.Cl. Given the product [F:1][C:2]1[CH:7]=[CH:6][C:5]([F:8])=[CH:4][C:3]=1[C@H:9]1[CH2:13][CH2:12][CH2:11][N:10]1[C:14]1[CH:19]=[CH:18][N:17]2[N:20]=[CH:21][C:22]([NH2:23])=[C:16]2[N:15]=1, predict the reactants needed to synthesize it. (4) Given the product [CH3:11][C:12]1[CH:13]=[CH:14][C:15]([CH:18]=[O:19])=[CH:16][N:17]=1, predict the reactants needed to synthesize it. The reactants are: CS(C)=O.C(Cl)(=O)C(Cl)=O.[CH3:11][C:12]1[N:17]=[CH:16][C:15]([CH2:18][OH:19])=[CH:14][CH:13]=1.C(N(CC)CC)C.